Task: Predict the product of the given reaction.. Dataset: Forward reaction prediction with 1.9M reactions from USPTO patents (1976-2016) (1) Given the reactants Cl.C(N=C=NCCCN(C)C)C.[O:13]=[C:14]1[C:19]([C:26]2[CH:31]=[CH:30][CH:29]=[CH:28][CH:27]=2)([C:20]2[CH:25]=[CH:24][CH:23]=[CH:22][CH:21]=2)[CH2:18][CH2:17][CH2:16][N:15]1[CH2:32][C:33]([OH:35])=O.[F:36][C:37]1[CH:42]=[CH:41][C:40]([CH:43]2[CH2:47][CH2:46][CH2:45][NH:44]2)=[CH:39][CH:38]=1, predict the reaction product. The product is: [F:36][C:37]1[CH:38]=[CH:39][C:40]([CH:43]2[CH2:47][CH2:46][CH2:45][N:44]2[C:33](=[O:35])[CH2:32][N:15]2[CH2:16][CH2:17][CH2:18][C:19]([C:20]3[CH:25]=[CH:24][CH:23]=[CH:22][CH:21]=3)([C:26]3[CH:31]=[CH:30][CH:29]=[CH:28][CH:27]=3)[C:14]2=[O:13])=[CH:41][CH:42]=1. (2) Given the reactants Br[C:2]1[C:7]2=[CH:8][N:9]([C:11]3[C:16]([Cl:17])=[CH:15][CH:14]=[CH:13][C:12]=3[Cl:18])[N:10]=[C:6]2[C:5]([Br:19])=[CH:4][N:3]=1.[NH2:20][C:21]1[N:26]=[CH:25][N:24]=[C:23]([CH2:27][OH:28])[CH:22]=1.CC1(C)C2C(=C(P(C3C=CC=CC=3)C3C=CC=CC=3)C=CC=2)OC2C(P(C3C=CC=CC=3)C3C=CC=CC=3)=CC=CC1=2.C(=O)([O-])[O-].[Cs+].[Cs+], predict the reaction product. The product is: [Br:19][C:5]1[C:6]2[C:7](=[CH:8][N:9]([C:11]3[C:16]([Cl:17])=[CH:15][CH:14]=[CH:13][C:12]=3[Cl:18])[N:10]=2)[C:2]([NH:20][C:21]2[N:26]=[CH:25][N:24]=[C:23]([CH2:27][OH:28])[CH:22]=2)=[N:3][CH:4]=1.